This data is from Reaction yield outcomes from USPTO patents with 853,638 reactions. The task is: Predict the reaction yield, written as a fraction of the theoretical maximum amount of product (1.0 means a 100% yield; for example, 0.34 means a 34% yield). (1) The reactants are C(OC([NH:8][N:9]([C:13]([C:15]1[S:16][C:17]2[CH2:18][CH2:19][O:20][C:21]3[CH:28]=[C:27]([Br:29])[CH:26]=[CH:25][C:22]=3[C:23]=2[N:24]=1)=[O:14])[CH:10]([CH3:12])[CH3:11])=O)(C)(C)C.[ClH:30].O1CCOCC1. The catalyst is CO. The product is [ClH:30].[CH:10]([N:9]([C:13]([C:15]1[S:16][C:17]2[CH2:18][CH2:19][O:20][C:21]3[CH:28]=[C:27]([Br:29])[CH:26]=[CH:25][C:22]=3[C:23]=2[N:24]=1)=[O:14])[NH2:8])([CH3:12])[CH3:11]. The yield is 0.960. (2) The reactants are [C:1]([O:5][C:6]([NH:8][C@@H:9]1[C@H:14]([NH:15][C:16]2[N:21]=[C:20](Cl)[C:19]3[C:23](=[O:33])[N:24]([C:26]([O:28][C:29]([CH3:32])([CH3:31])[CH3:30])=[O:27])[CH2:25][C:18]=3[C:17]=2[F:34])[CH2:13][CH2:12][O:11][CH2:10]1)=[O:7])([CH3:4])([CH3:3])[CH3:2].[F:35][CH:36]([F:45])[N:37]1[CH:41]=[C:40](B(O)O)[CH:39]=[N:38]1. The catalyst is O1CCOCC1.C(=O)([O-])[O-].[Na+].[Na+].Cl[Pd](Cl)([P](C1C=CC=CC=1)(C1C=CC=CC=1)C1C=CC=CC=1)[P](C1C=CC=CC=1)(C1C=CC=CC=1)C1C=CC=CC=1. The product is [C:1]([O:5][C:6]([NH:8][C@@H:9]1[C@H:14]([NH:15][C:16]2[N:21]=[C:20]([C:40]3[CH:39]=[N:38][N:37]([CH:36]([F:45])[F:35])[CH:41]=3)[C:19]3[C:23](=[O:33])[N:24]([C:26]([O:28][C:29]([CH3:32])([CH3:31])[CH3:30])=[O:27])[CH2:25][C:18]=3[C:17]=2[F:34])[CH2:13][CH2:12][O:11][CH2:10]1)=[O:7])([CH3:4])([CH3:3])[CH3:2]. The yield is 0.230. (3) The yield is 0.580. The catalyst is CCO. The product is [Cl:15][C:6]1[C:5]2[C:9](=[CH:10][C:2]([F:1])=[C:3]([N+:11]([O-:13])=[O:12])[CH:4]=2)[NH:8][N:7]=1. The reactants are [F:1][C:2]1[CH:10]=[C:9]2[C:5]([CH:6]=[N:7][NH:8]2)=[CH:4][C:3]=1[N+:11]([O-:13])=[O:12].[O-][Cl:15].[Na+]. (4) The product is [CH3:10][O:11][C:12]1[CH:19]=[CH:18][C:15]([CH2:16][NH:17][C:2]2[C:7]([C:8]#[N:9])=[CH:6][N:5]=[CH:4][CH:3]=2)=[CH:14][CH:13]=1. The reactants are Cl[C:2]1[C:7]([C:8]#[N:9])=[CH:6][N:5]=[CH:4][CH:3]=1.[CH3:10][O:11][C:12]1[CH:19]=[CH:18][C:15]([CH2:16][NH2:17])=[CH:14][CH:13]=1.C(=O)([O-])[O-].[K+].[K+]. The catalyst is CC(O)C. The yield is 0.930. (5) The reactants are Br[C:2]1[O:6][C:5]([C:7]2[CH:8]=[C:9]([CH:12]=[C:13]([F:15])[CH:14]=2)[C:10]#[N:11])=[CH:4][CH:3]=1.C[Sn](C)(C)[C:18]1[CH:23]=[CH:22][CH:21]=[CH:20][N:19]=1. The product is [F:15][C:13]1[CH:12]=[C:9]([CH:8]=[C:7]([C:5]2[O:6][C:2]([C:18]3[CH:23]=[CH:22][CH:21]=[CH:20][N:19]=3)=[CH:3][CH:4]=2)[CH:14]=1)[C:10]#[N:11]. The yield is 0.430. The catalyst is C1(C)C=CC=CC=1.C1C=CC([P]([Pd]([P](C2C=CC=CC=2)(C2C=CC=CC=2)C2C=CC=CC=2)([P](C2C=CC=CC=2)(C2C=CC=CC=2)C2C=CC=CC=2)[P](C2C=CC=CC=2)(C2C=CC=CC=2)C2C=CC=CC=2)(C2C=CC=CC=2)C2C=CC=CC=2)=CC=1. (6) The reactants are [CH:1]([C:3]1[CH:8]=[CH:7][C:6]([NH:9][N:10]2[C:18](=[O:19])[C:17]3[C:12](=[CH:13][CH:14]=[CH:15][CH:16]=3)[C:11]2=[O:20])=[CH:5][CH:4]=1)=[CH2:2].N1C=CC=CC=1C1C=CC=CN=1.Br[CH:34]([C:39]1[CH:40]=[C:41]([Cl:47])[C:42]([Cl:46])=[C:43]([Cl:45])[CH:44]=1)[C:35]([F:38])([F:37])[F:36]. The catalyst is ClC1C=CC=CC=1Cl.Cl[Cu]. The product is [F:38][C:35]([F:36])([F:37])[CH:34]([C:39]1[CH:40]=[C:41]([Cl:47])[C:42]([Cl:46])=[C:43]([Cl:45])[CH:44]=1)/[CH:2]=[CH:1]/[C:3]1[CH:4]=[CH:5][C:6]([NH:9][N:10]2[C:18](=[O:19])[C:17]3[C:12](=[CH:13][CH:14]=[CH:15][CH:16]=3)[C:11]2=[O:20])=[CH:7][CH:8]=1. The yield is 0.750. (7) The reactants are [CH3:1][O:2][C:3]([NH:5][C:6]([C:11]1[CH:16]=[CH:15]C=[CH:13][CH:12]=1)(C)[C:7]([OH:9])=[O:8])=[O:4].N[C:18]([C:23]1[CH:28]=CC=C[CH:24]=1)(C)C(O)=O. No catalyst specified. The product is [C:23]([O:4][C:3]([N:5]1[CH2:13][CH2:12][CH:11]([CH:6]([C:7]([OH:9])=[O:8])[NH:5][C:3]([O:2][CH3:1])=[O:4])[CH2:16][CH2:15]1)=[O:2])([CH3:18])([CH3:24])[CH3:28]. The yield is 0.970. (8) The reactants are C(OC(=O)[NH:10][CH2:11][CH2:12][CH2:13][N:14]([C:33]1[CH:38]=[CH:37][N:36]=[C:35]([NH2:39])[N:34]=1)[C:15]1[CH:16]=[C:17]2[C:21](=[C:22]([C:24]3[S:28][C:27]4[CH:29]=[CH:30][CH:31]=[CH:32][C:26]=4[CH:25]=3)[CH:23]=1)[NH:20][N:19]=[CH:18]2)C1C=CC=CC=1.C(O)=O. The catalyst is CO.[Pd]. The product is [NH2:10][CH2:11][CH2:12][CH2:13][N:14]([C:15]1[CH:16]=[C:17]2[C:21](=[C:22]([C:24]3[S:28][C:27]4[CH:29]=[CH:30][CH:31]=[CH:32][C:26]=4[CH:25]=3)[CH:23]=1)[NH:20][N:19]=[CH:18]2)[C:33]1[CH:38]=[CH:37][N:36]=[C:35]([NH2:39])[N:34]=1. The yield is 0.170. (9) The reactants are [NH2:1][CH:2]([CH2:6][C:7]1[CH:12]=[CH:11][CH:10]=[CH:9][CH:8]=1)[C:3]([OH:5])=[O:4].C([O-])([O-])=O.[Na+].[Na+].Cl[C:20]([O:22][CH3:23])=[O:21]. The catalyst is [OH-].[Na+]. The product is [CH3:23][O:22][C:20]([NH:1][CH:2]([CH2:6][C:7]1[CH:12]=[CH:11][CH:10]=[CH:9][CH:8]=1)[C:3]([OH:5])=[O:4])=[O:21]. The yield is 0.870.